Dataset: Reaction yield outcomes from USPTO patents with 853,638 reactions. Task: Predict the reaction yield, written as a fraction of the theoretical maximum amount of product (1.0 means a 100% yield; for example, 0.34 means a 34% yield). (1) The reactants are [Br:1][C:2]1[CH:6]=[N:5][N:4]([CH3:7])[C:3]=1[C:8]1[CH:9]=[C:10]([NH:16][C:17]([NH:19][C:20]2[CH:25]=[CH:24][C:23]([Cl:26])=[CH:22][CH:21]=2)=[O:18])[CH:11]=[CH:12][C:13]=1[O:14]C.[Al+3].[Cl-].[Cl-].[Cl-].CCOC(C)=O.C(C(C(C([O-])=O)O)O)([O-])=O.[Na+].[K+]. The catalyst is C(Cl)Cl. The product is [Br:1][C:2]1[CH:6]=[N:5][N:4]([CH3:7])[C:3]=1[C:8]1[CH:9]=[C:10]([NH:16][C:17]([NH:19][C:20]2[CH:21]=[CH:22][C:23]([Cl:26])=[CH:24][CH:25]=2)=[O:18])[CH:11]=[CH:12][C:13]=1[OH:14]. The yield is 0.270. (2) The catalyst is CN1CCCC1=O.[OH-].[Na+]. The product is [N:1]1[CH:2]=[CH:3][N:4]2[C:9]=1[CH:8]=[CH:7][C:6]([O:10][C:11]1[CH:12]=[C:13]([NH:14][C:23](=[O:24])[C:22]3[CH:26]=[CH:27][CH:28]=[C:20]([C:19]([F:18])([F:29])[F:30])[CH:21]=3)[CH:15]=[CH:16][CH:17]=1)=[N:5]2. The reactants are [N:1]1[CH:2]=[CH:3][N:4]2[C:9]=1[CH:8]=[CH:7][C:6]([O:10][C:11]1[CH:12]=[C:13]([CH:15]=[CH:16][CH:17]=1)[NH2:14])=[N:5]2.[F:18][C:19]([F:30])([F:29])[C:20]1[CH:21]=[C:22]([CH:26]=[CH:27][CH:28]=1)[C:23](Cl)=[O:24]. The yield is 0.980. (3) The reactants are [O:1]1[CH:5]=[CH:4][CH:3]=[C:2]1[C:6]1[N:11]=[C:10]([NH2:12])[C:9]([C:13]#[C:14][C:15]2[CH:20]=[CH:19][CH:18]=[CH:17][CH:16]=2)=[CH:8][C:7]=1[C:21]1[CH:26]=[CH:25][N:24]=[CH:23][N:22]=1.CC(C)([O-])C.[K+]. The catalyst is CN1CCCC1=O.O. The product is [O:1]1[CH:5]=[CH:4][CH:3]=[C:2]1[C:6]1[N:11]=[C:10]2[NH:12][C:14]([C:15]3[CH:20]=[CH:19][CH:18]=[CH:17][CH:16]=3)=[CH:13][C:9]2=[CH:8][C:7]=1[C:21]1[CH:26]=[CH:25][N:24]=[CH:23][N:22]=1. The yield is 0.750. (4) The reactants are [Cl:1][C:2]1[N:7]=[C:6]([C:8]2[S:12][C:11]([CH:13]([CH3:15])[CH3:14])=[N:10][C:9]=2[C:16]2[CH:17]=[C:18]([NH2:22])[CH:19]=[CH:20][CH:21]=2)[CH:5]=[CH:4][N:3]=1.N1C=CC=CC=1.[F:29][C:30]1[CH:35]=[CH:34][CH:33]=[C:32]([F:36])[C:31]=1[S:37](Cl)(=[O:39])=[O:38]. The catalyst is C(Cl)Cl. The product is [Cl:1][C:2]1[N:7]=[C:6]([C:8]2[S:12][C:11]([CH:13]([CH3:15])[CH3:14])=[N:10][C:9]=2[C:16]2[CH:17]=[C:18]([NH:22][S:37]([C:31]3[C:32]([F:36])=[CH:33][CH:34]=[CH:35][C:30]=3[F:29])(=[O:39])=[O:38])[CH:19]=[CH:20][CH:21]=2)[CH:5]=[CH:4][N:3]=1. The yield is 0.910. (5) The reactants are Br.Br[CH2:3][C:4]([C:6]1[CH:11]=[CH:10][N:9]=[CH:8][CH:7]=1)=O.[OH:12][CH2:13][CH2:14][C:15]1[CH:20]=[CH:19][C:18]([NH:21][C:22]([NH2:24])=[S:23])=[CH:17][CH:16]=1.N. The catalyst is CCO.O. The product is [N:9]1[CH:10]=[CH:11][C:6]([C:4]2[N:24]=[C:22]([NH:21][C:18]3[CH:19]=[CH:20][C:15]([CH2:14][CH2:13][OH:12])=[CH:16][CH:17]=3)[S:23][CH:3]=2)=[CH:7][CH:8]=1. The yield is 0.540. (6) The reactants are C([O-])([O-])=O.[Na+].[Na+].I[C:8]1[CH:9]=[N:10][N:11]([C:13]([C:26]2[CH:31]=[CH:30][CH:29]=[CH:28][CH:27]=2)([C:20]2[CH:25]=[CH:24][CH:23]=[CH:22][CH:21]=2)[C:14]2[CH:19]=[CH:18][CH:17]=[CH:16][CH:15]=2)[CH:12]=1.[C:32]1(B(O)O)[CH:37]=[CH:36][CH:35]=[CH:34][CH:33]=1. The catalyst is C1(C)C=CC=CC=1.O.O.C1C=CC([P]([Pd]([P](C2C=CC=CC=2)(C2C=CC=CC=2)C2C=CC=CC=2)([P](C2C=CC=CC=2)(C2C=CC=CC=2)C2C=CC=CC=2)[P](C2C=CC=CC=2)(C2C=CC=CC=2)C2C=CC=CC=2)(C2C=CC=CC=2)C2C=CC=CC=2)=CC=1. The product is [C:32]1([C:8]2[CH:9]=[N:10][N:11]([C:13]([C:26]3[CH:31]=[CH:30][CH:29]=[CH:28][CH:27]=3)([C:20]3[CH:25]=[CH:24][CH:23]=[CH:22][CH:21]=3)[C:14]3[CH:19]=[CH:18][CH:17]=[CH:16][CH:15]=3)[CH:12]=2)[CH:37]=[CH:36][CH:35]=[CH:34][CH:33]=1. The yield is 0.484. (7) The reactants are [CH2:1]([O:3][C:4](=[O:25])[CH2:5][CH:6]1[CH2:11][CH2:10][N:9]([C:12]2[C:17]([NH2:18])=[CH:16][C:15]([C:19](=[O:24])[NH:20][CH:21]3[CH2:23][CH2:22]3)=[CH:14][N:13]=2)[CH2:8][CH2:7]1)[CH3:2].[Cl:26][C:27]1[CH:28]=[C:29]([CH:33]=[CH:34][CH:35]=1)[C:30](Cl)=[O:31]. The catalyst is C(#N)C. The product is [CH2:1]([O:3][C:4](=[O:25])[CH2:5][CH:6]1[CH2:11][CH2:10][N:9]([C:12]2[C:17]([NH:18][C:30](=[O:31])[C:29]3[CH:33]=[CH:34][CH:35]=[C:27]([Cl:26])[CH:28]=3)=[CH:16][C:15]([C:19](=[O:24])[NH:20][CH:21]3[CH2:22][CH2:23]3)=[CH:14][N:13]=2)[CH2:8][CH2:7]1)[CH3:2]. The yield is 0.520.